This data is from Full USPTO retrosynthesis dataset with 1.9M reactions from patents (1976-2016). The task is: Predict the reactants needed to synthesize the given product. (1) Given the product [Cl:27][C:22]1[CH:23]=[C:24]([Cl:26])[N:25]=[C:20]([N:19]2[CH2:6][CH2:5][O:4][CH2:3][CH2:2]2)[N:21]=1, predict the reactants needed to synthesize it. The reactants are: Br[CH2:2][CH2:3][O:4][CH2:5][CH2:6]Br.C(=O)([O-])[O-].[K+].[K+].CN(C)C=O.[NH2:19][C:20]1[N:25]=[C:24]([Cl:26])[CH:23]=[C:22]([Cl:27])[N:21]=1. (2) Given the product [N:5]([CH2:8][CH:9]([O:20][CH3:3])[CH2:10][N:11]1[CH:15]=[C:14]([N+:16]([O-:18])=[O:17])[N:13]=[C:12]1[Cl:19])=[N+:6]=[N-:7], predict the reactants needed to synthesize it. The reactants are: [H-].[Na+].[CH3:3]I.[N:5]([CH2:8][CH:9]([OH:20])[CH2:10][N:11]1[CH:15]=[C:14]([N+:16]([O-:18])=[O:17])[N:13]=[C:12]1[Cl:19])=[N+:6]=[N-:7].